Task: Predict which catalyst facilitates the given reaction.. Dataset: Catalyst prediction with 721,799 reactions and 888 catalyst types from USPTO (1) Reactant: [H-].[Na+].C(OP(CC([O:14][CH2:15][CH3:16])=O)(OCC)=O)C.[CH3:17][C:18]1[CH:25]=[CH:24][CH:23]=[CH:22][C:19]=1[CH:20]=O. Product: [C:18]1([CH3:17])[CH:25]=[CH:24][CH:23]=[CH:22][C:19]=1/[CH:20]=[CH:16]/[CH:15]=[O:14]. The catalyst class is: 76. (2) The catalyst class is: 4. Reactant: [CH2:1]1[CH2:9][O:8][C:7]2[C:3](=[CH:4][S:5][CH:6]=2)[O:2]1.Br[Si](C)(C)C.C(O)(=O)C.C(O)(=O)C.IC1C=CC=CC=1.[C:30]1([N:36]2C=CC=C2)[CH:35]=[CH:34][CH:33]=[CH:32][CH:31]=1.FC(F)(F)C(O)C(F)(F)F.FC(F)(F)C(O)=O.C(=O)(O)[O-].[Na+]. Product: [C:30]1([N:36]2[CH:4]=[CH:3][CH:7]=[CH:6]2)[CH:35]=[CH:34][CH:33]=[CH:32][CH:31]=1.[CH2:1]1[CH2:9][O:8][C:7]2[C:3](=[CH:4][S:5][CH:6]=2)[O:2]1. (3) Reactant: [CH2:1]1[C:7]2[CH:8]=[CH:9][C:10]([O:12][C:13]3[CH:21]=[CH:20][C:16]([C:17]([NH2:19])=[O:18])=[CH:15][N:14]=3)=[CH:11][C:6]=2[CH2:5][CH2:4][CH2:3][NH:2]1.C([O-])([O-])=O.[K+].[K+].Br[CH2:29][CH2:30][CH2:31][CH2:32][CH2:33][CH3:34].C(OCC)(=O)C. Product: [CH2:29]([N:2]1[CH2:3][CH2:4][CH2:5][C:6]2[CH:11]=[C:10]([O:12][C:13]3[CH:21]=[CH:20][C:16]([C:17]([NH2:19])=[O:18])=[CH:15][N:14]=3)[CH:9]=[CH:8][C:7]=2[CH2:1]1)[CH2:30][CH2:31][CH2:32][CH2:33][CH3:34]. The catalyst class is: 3. (4) Reactant: C(OC(=O)NC1C=CC=C(CN2C=CC(N[C:21](=[O:40])[C@@H:22]([C:29]3[CH:34]=[CH:33][C:32]([S:35]([CH3:38])(=O)=O)=[C:31](Cl)[CH:30]=3)CC3CCCC3)=N2)C=1)(C)(C)C.[CH3:42][OH:43].[CH:44](Cl)(Cl)Cl. Product: [CH3:42][O:43][C:21](=[O:40])[CH2:22][C:29]1[CH:34]=[CH:33][C:32]([S:35][CH3:38])=[C:31]([CH3:44])[CH:30]=1. The catalyst class is: 65. (5) Reactant: [Cl:1][C:2]1[C:3]2[N:4]([C:13]([C:31](O)=[O:32])=[C:14]([CH2:22][C:23]3[CH:28]=[CH:27][CH:26]=[C:25]([F:29])[C:24]=3[CH3:30])[C:15]=2[C:16]2[CH:21]=[CH:20][CH:19]=[CH:18][CH:17]=2)[N:5]=[CH:6][C:7]=1[C:8]([O:10][CH2:11][CH3:12])=[O:9].[C:34]([O:38][C:39]([N:41]1[CH2:46][CH2:45][NH:44][CH2:43][CH2:42]1)=[O:40])([CH3:37])([CH3:36])[CH3:35].CN(C(ON1N=NC2C=CC=CC1=2)=[N+](C)C)C.[B-](F)(F)(F)F. Product: [CH2:11]([O:10][C:8]([C:7]1[CH:6]=[N:5][N:4]2[C:13]([C:31]([N:44]3[CH2:43][CH2:42][N:41]([C:39]([O:38][C:34]([CH3:37])([CH3:36])[CH3:35])=[O:40])[CH2:46][CH2:45]3)=[O:32])=[C:14]([CH2:22][C:23]3[CH:28]=[CH:27][CH:26]=[C:25]([F:29])[C:24]=3[CH3:30])[C:15]([C:16]3[CH:21]=[CH:20][CH:19]=[CH:18][CH:17]=3)=[C:3]2[C:2]=1[Cl:1])=[O:9])[CH3:12]. The catalyst class is: 2. (6) Reactant: [N+:1]([C:4]1[CH:18]=[CH:17][CH:16]=[CH:15][C:5]=1[O:6][C:7]1[CH:8]=[C:9]([CH:12]=[CH:13][CH:14]=1)[C:10]#[N:11])([O-])=O.Cl[Sn]Cl. Product: [NH2:1][C:4]1[CH:18]=[CH:17][CH:16]=[CH:15][C:5]=1[O:6][C:7]1[CH:8]=[C:9]([CH:12]=[CH:13][CH:14]=1)[C:10]#[N:11]. The catalyst class is: 14. (7) Reactant: [SH:1][C:2]1[NH:6][CH:5]=[N:4][N:3]=1.Cl[C:8]1[CH:9]=[CH:10][C:11]2[N:12]=[CH:13][N:14]=[C:15]([NH:18][C:19]3[S:23][N:22]=[C:21]([CH3:24])[N:20]=3)[C:16]=2[N:17]=1.C(O[K])(C)(C)C.O. Product: [N:4]1[N:3]=[C:2]([S:1][C:8]2[CH:9]=[CH:10][C:11]3[N:12]=[CH:13][N:14]=[C:15]([NH:18][C:19]4[S:23][N:22]=[C:21]([CH3:24])[N:20]=4)[C:16]=3[N:17]=2)[NH:6][CH:5]=1. The catalyst class is: 80.